From a dataset of Catalyst prediction with 721,799 reactions and 888 catalyst types from USPTO. Predict which catalyst facilitates the given reaction. (1) Reactant: [CH3:1][N:2]([CH3:20])[C:3]1[S:4][C@H:5]2[O:11][C@H:10]([C@H:12]([OH:17])[C:13]([F:16])([F:15])[F:14])[C@@H:9]([OH:18])[C@H:8]([OH:19])[C@H:6]2[N:7]=1.[Li+].[CH3:22][Si]([N-][Si](C)(C)C)(C)C.CI. Product: [CH3:1][N:2]([CH3:20])[C:3]1[S:4][C@H:5]2[O:11][C@H:10]([C@H:12]([O:17][CH3:22])[C:13]([F:16])([F:14])[F:15])[C@@H:9]([OH:18])[C@H:8]([OH:19])[C@H:6]2[N:7]=1. The catalyst class is: 3. (2) Reactant: CC(N)[C@H]1O[C@H](O[C@H]2[C@H](O)[C@@H](O[C@H]3OC[C@@](O)(C)[C@H](NC)[C@H]3O)[C@H](N)C[C@@H]2N)[C@H](N)CC1.[CH3:33][CH:34]([NH:64][CH3:65])[C@H:35]1[O:40][C@H:39]([O:41][C@H:42]2[C@H:47]([OH:48])[C@@H:46]([O:49][C@H:50]3[O:55][CH2:54][C@@:53]([OH:57])([CH3:56])[C@H:52]([NH:58][CH3:59])[C@H:51]3[OH:60])[C@H:45]([NH2:61])[CH2:44][C@@H:43]2[NH2:62])[C@H:38]([NH2:63])[CH2:37][CH2:36]1.C[C@@]1(O)[C@H](NC)[C@@H](O)[C@@H](O[C@@H]2[C@@H](O)[C@H](O[C@H]3O[C@H](CN)CC[C@H]3N)[C@@H](N)C[C@H]2N)OC1.OS(O)(=O)=O.[Na+].[Cl-].S(=O)(=O)(O)O.CCCCCCCCCCCCCCCC(OC[C@@H](OC(CCCCCCCCCCCCCCC)=O)COP(OCC[N+](C)(C)C)([O-])=O)=O.CC(CCC[C@H]([C@@H]1[C@]2(C)[C@H]([C@H]3[C@H](CC2)[C@]2(C)C(C[C@H](CC2)O)=CC3)CC1)C)C. Product: [CH3:33][C@@H:34]([NH:64][CH3:65])[C@H:35]1[O:40][C@H:39]([O:41][C@H:42]2[C@H:47]([OH:48])[C@@H:46]([O:49][C@H:50]3[O:55][CH2:54][C@@:53]([OH:57])([CH3:56])[C@H:52]([NH:58][CH3:59])[C@H:51]3[OH:60])[C@H:45]([NH2:61])[CH2:44][C@@H:43]2[NH2:62])[C@H:38]([NH2:63])[CH2:37][CH2:36]1. The catalyst class is: 8. (3) Reactant: S(Cl)([Cl:3])=O.C(OC([NH:12][C@@:13]1([C:32]([O:34][C:35](C)(C)[CH3:36])=[O:33])[CH2:18][C@@H:17]([S:19][C:20]2[NH:24][CH:23]=[N:22][N:21]=2)[C@@H:16]2[C@H:14]1[C@H:15]2[C:25]([O:27][C:28](C)(C)[CH3:29])=[O:26])=O)(C)(C)C. Product: [ClH:3].[NH2:12][C@@:13]1([C:32]([O:34][CH2:35][CH3:36])=[O:33])[CH2:18][C@@H:17]([S:19][C:20]2[NH:24][CH:23]=[N:22][N:21]=2)[C@@H:16]2[C@H:14]1[C@H:15]2[C:25]([O:27][CH2:28][CH3:29])=[O:26]. The catalyst class is: 8. (4) Reactant: [Cl:1][C:2]1[CH:3]=[C:4]([C:14]([O:16][CH3:17])=[O:15])[C:5]2[O:9][C:8]([CH2:10][CH2:11][OH:12])=[CH:7][C:6]=2[CH:13]=1.CC(OI1(OC(C)=O)(OC(C)=O)OC(=O)C2C=CC=CC1=2)=O. Product: [Cl:1][C:2]1[CH:3]=[C:4]([C:14]([O:16][CH3:17])=[O:15])[C:5]2[O:9][C:8]([CH2:10][CH:11]=[O:12])=[CH:7][C:6]=2[CH:13]=1. The catalyst class is: 2. (5) Reactant: [C:1](Cl)(=[O:5])[C:2](Cl)=[O:3].C(NCCCO)(O[CH2:10][C:11]1[CH:16]=[CH:15][CH:14]=[CH:13][CH:12]=1)=O.[CH3:22][N:23]([CH3:25])C.P([O-])(O)(O)=[O:27].[K+]. The catalyst class is: 583. Product: [C:22](=[N:23][CH2:25][CH:1]([O:5][CH2:10][C:11]1[CH:16]=[CH:15][CH:14]=[CH:13][CH:12]=1)[CH:2]=[O:3])=[O:27]. (6) Reactant: [CH3:1][O:2][C:3]1[CH:4]=[C:5]2[C:10](=[CH:11][C:12]=1[O:13][CH3:14])[C:9]([CH2:15][CH2:16][CH3:17])=[N:8][C:7]([OH:18])=[CH:6]2.Cl.Cl[CH2:21][C:22]1[C:23]([NH:35][CH2:36][CH3:37])=[N:24][C:25]2[C:30]([CH:31]=1)=[CH:29][C:28]([O:32][CH2:33][CH3:34])=[CH:27][CH:26]=2.[Li+].[OH-]. The catalyst class is: 76. Product: [CH2:33]([O:32][C:28]1[CH:29]=[C:30]2[C:25](=[CH:26][CH:27]=1)[N:24]=[C:23]([NH:35][CH2:36][CH3:37])[C:22]([CH2:21][C:6]1[C:5]3[C:10](=[CH:11][C:12]([O:13][CH3:14])=[C:3]([O:2][CH3:1])[CH:4]=3)[C:9]([CH2:15][CH2:16][CH3:17])=[N:8][C:7]=1[OH:18])=[CH:31]2)[CH3:34]. (7) Reactant: [F:1][C:2]1[CH:10]=[CH:9][CH:8]=[C:7]2[C:3]=1[CH:4]=[CH:5][N:6]2[C@@H:11]1[O:28][C@H:27]([CH2:29][O:30][C:31](=[O:33])[CH3:32])[C@@H:22]([O:23][C:24](=[O:26])[CH3:25])[C@H:17]([O:18][C:19](=[O:21])[CH3:20])[C@H:12]1[O:13][C:14](=[O:16])[CH3:15].CN(C)[CH:36]=[O:37].O(Cl)Cl.[P+3].O. Product: [F:1][C:2]1[CH:10]=[CH:9][CH:8]=[C:7]2[C:3]=1[C:4]([CH:36]=[O:37])=[CH:5][N:6]2[C@@H:11]1[O:28][C@H:27]([CH2:29][O:30][C:31](=[O:33])[CH3:32])[C@@H:22]([O:23][C:24](=[O:26])[CH3:25])[C@H:17]([O:18][C:19](=[O:21])[CH3:20])[C@H:12]1[O:13][C:14](=[O:16])[CH3:15]. The catalyst class is: 26. (8) Reactant: [CH3:1][O:2][C:3](=[O:15])[C:4]1[CH:13]=[CH:12][C:11]([OH:14])=[C:6]([C:7]([O:9]C)=[O:8])[CH:5]=1.N#N.CCCCCCC.CCOC(C)=O.CC(O)=O. Product: [CH3:1][O:2][C:3](=[O:15])[C:4]1[CH:13]=[CH:12][C:11]([OH:14])=[C:6]([C:7]([OH:9])=[O:8])[CH:5]=1. The catalyst class is: 17. (9) Reactant: [CH2:1]([O:8][C:9]1[CH:18]=[C:17]2[C:12]([C:13]([OH:19])=[CH:14][CH:15]=[N:16]2)=[CH:11][C:10]=1[O:20][CH3:21])[C:2]1[CH:7]=[CH:6][CH:5]=[CH:4][CH:3]=1.C([O-])([O-])=O.[Cs+].[Cs+].[F:28][C:29]1[CH:30]=[C:31]([N+:36]([O-:38])=[O:37])[CH:32]=[CH:33][C:34]=1F. Product: [CH2:1]([O:8][C:9]1[CH:18]=[C:17]2[C:12]([C:13]([O:19][C:34]3[CH:33]=[CH:32][C:31]([N+:36]([O-:38])=[O:37])=[CH:30][C:29]=3[F:28])=[CH:14][CH:15]=[N:16]2)=[CH:11][C:10]=1[O:20][CH3:21])[C:2]1[CH:3]=[CH:4][CH:5]=[CH:6][CH:7]=1. The catalyst class is: 3.